Dataset: Catalyst prediction with 721,799 reactions and 888 catalyst types from USPTO. Task: Predict which catalyst facilitates the given reaction. (1) Reactant: C(C1C=CC=CC=1N(CC)CC)C.[CH3:14][S:15](Cl)(=[O:17])=[O:16].Cl.[NH2:20][C:21]1[CH:26]=[CH:25][C:24]([NH:27][C:28]([C:30]2[CH:35]=[C:34]([N+:36]([O-:38])=[O:37])[CH:33]=[CH:32][C:31]=2[Cl:39])=[O:29])=[CH:23][CH:22]=1.C(=O)(O)[O-].[Na+]. Product: [CH3:14][S:15]([NH:20][C:21]1[CH:22]=[CH:23][C:24]([NH:27][C:28]([C:30]2[CH:35]=[C:34]([N+:36]([O-:38])=[O:37])[CH:33]=[CH:32][C:31]=2[Cl:39])=[O:29])=[CH:25][CH:26]=1)(=[O:17])=[O:16]. The catalyst class is: 287. (2) Reactant: [CH3:1][C:2]1[CH:3]=[C:4]([CH:8]=[CH:9][C:10]=1[NH:11][C:12](=[O:27])[C:13]1[CH:18]=[CH:17][C:16]([O:19][CH2:20][C:21]2[CH:26]=[CH:25][CH:24]=[CH:23][N:22]=2)=[CH:15][CH:14]=1)[C:5]([OH:7])=O.CN(C(ON1N=NC2C=CC=NC1=2)=[N+](C)C)C.F[P-](F)(F)(F)(F)F.[C:52]1([NH2:59])[C:53]([NH2:58])=[CH:54][CH:55]=[CH:56][CH:57]=1.CCN(C(C)C)C(C)C.[OH-].[Na+]. Product: [NH2:58][C:53]1[CH:54]=[CH:55][CH:56]=[CH:57][C:52]=1[NH:59][C:5](=[O:7])[C:4]1[CH:8]=[CH:9][C:10]([NH:11][C:12](=[O:27])[C:13]2[CH:14]=[CH:15][C:16]([O:19][CH2:20][C:21]3[CH:26]=[CH:25][CH:24]=[CH:23][N:22]=3)=[CH:17][CH:18]=2)=[C:2]([CH3:1])[CH:3]=1. The catalyst class is: 650. (3) The catalyst class is: 259. Reactant: [Cl:1][C:2]1[NH:3][CH:4]=[C:5]([N+:7]([O-:9])=[O:8])[N:6]=1.[CH3:10][C:11]1([CH2:14][N:15]2[CH2:21][CH2:20][CH2:19][N:18]([C:22]([O:24][C:25]([CH3:28])([CH3:27])[CH3:26])=[O:23])[CH2:17][CH2:16]2)[CH2:13][O:12]1.C([O-])(=O)C.[Na+]. Product: [Cl:1][C:2]1[N:3]([CH2:13][C:11]([OH:12])([CH3:10])[CH2:14][N:15]2[CH2:21][CH2:20][CH2:19][N:18]([C:22]([O:24][C:25]([CH3:28])([CH3:27])[CH3:26])=[O:23])[CH2:17][CH2:16]2)[CH:4]=[C:5]([N+:7]([O-:9])=[O:8])[N:6]=1. (4) Reactant: C([O:8][C:9]1[CH:10]=[CH:11][C:12]([CH3:23])=[C:13]([C:15]2[CH:20]=[C:19]([Cl:21])[N:18]=[C:17]([NH2:22])[N:16]=2)[CH:14]=1)C1C=CC=CC=1.ClB(Cl)Cl.C(=O)(O)[O-].[Na+]. Product: [NH2:22][C:17]1[N:16]=[C:15]([C:13]2[CH:14]=[C:9]([OH:8])[CH:10]=[CH:11][C:12]=2[CH3:23])[CH:20]=[C:19]([Cl:21])[N:18]=1. The catalyst class is: 4. (5) Reactant: [O:1]1[C:6]2[CH:7]=[CH:8][C:9]([OH:11])=[CH:10][C:5]=2[NH:4][CH2:3][CH2:2]1.[H-].[Na+].[CH3:14][C:15]([Si:18](Cl)([CH3:20])[CH3:19])([CH3:17])[CH3:16].C([O-])(O)=O.[Na+]. Product: [Si:18]([O:11][C:9]1[CH:8]=[CH:7][C:6]2[O:1][CH2:2][CH2:3][NH:4][C:5]=2[CH:10]=1)([C:15]([CH3:17])([CH3:16])[CH3:14])([CH3:20])[CH3:19]. The catalyst class is: 165. (6) Reactant: C=O.[CH:3]1[C:15]2[CH:14]([CH2:16][O:17][C:18]([NH:20][C@@H:21]([CH2:25][O:26][CH2:27][CH3:28])[C:22]([OH:24])=[O:23])=[O:19])[C:13]3[C:8](=[CH:9][CH:10]=[CH:11][CH:12]=3)[C:7]=2[CH:6]=[CH:5][CH:4]=1.[C:29]1(C)C=CC(S(O)(=O)=O)=CC=1.O. Product: [CH2:27]([O:26][CH2:25][C@H:21]1[C:22](=[O:24])[O:23][CH2:29][N:20]1[C:18]([O:17][CH2:16][CH:14]1[C:13]2[CH:12]=[CH:11][CH:10]=[CH:9][C:8]=2[C:7]2[C:15]1=[CH:3][CH:4]=[CH:5][CH:6]=2)=[O:19])[CH3:28]. The catalyst class is: 11. (7) Reactant: [C:1]([NH:4][CH2:5][CH2:6][CH2:7][S:8]([O:11][CH2:12][C:13]([CH3:27])([CH3:26])[C@@H:14]([OH:25])[C:15]([O:17]CC1C=CC=CC=1)=[O:16])(=[O:10])=[O:9])(=[O:3])[CH3:2]. Product: [C:1]([NH:4][CH2:5][CH2:6][CH2:7][S:8]([O:11][CH2:12][C:13]([CH3:27])([CH3:26])[C@@H:14]([OH:25])[C:15]([OH:17])=[O:16])(=[O:9])=[O:10])(=[O:3])[CH3:2]. The catalyst class is: 63.